Predict the product of the given reaction. From a dataset of Forward reaction prediction with 1.9M reactions from USPTO patents (1976-2016). (1) Given the reactants C([BH3-])#N.[Na+].[O:5]1[CH2:10][CH2:9][CH:8]([CH:11]=O)[CH2:7][CH2:6]1.Cl.[C:14]([C:18]1[O:22][N:21]=[C:20]([NH:23][C:24]([C@@H:26]2[CH2:32][CH2:31][CH2:30][CH2:29][CH2:28][NH:27]2)=[O:25])[CH:19]=1)([CH3:17])([CH3:16])[CH3:15], predict the reaction product. The product is: [C:14]([C:18]1[O:22][N:21]=[C:20]([NH:23][C:24]([C@@H:26]2[CH2:32][CH2:31][CH2:30][CH2:29][CH2:28][N:27]2[CH2:11][CH:8]2[CH2:7][CH2:6][O:5][CH2:10][CH2:9]2)=[O:25])[CH:19]=1)([CH3:17])([CH3:15])[CH3:16]. (2) Given the reactants [OH:1][C:2]1[CH:10]=[C:9]([N+:11]([O-:13])=[O:12])[CH:8]=[CH:7][C:3]=1[C:4](O)=[O:5].IC.[C:16](=O)([O-])[O-].[K+].[K+].CN([CH:25]=[O:26])C, predict the reaction product. The product is: [CH3:16][O:1][C:2]1[CH:10]=[C:9]([N+:11]([O-:13])=[O:12])[CH:8]=[CH:7][C:3]=1[C:4]([O:26][CH3:25])=[O:5]. (3) Given the reactants O[C:2]1([CH2:5][CH2:6][C@@H:7]([CH2:23][O:24]S(C2C=CC(C)=CC=2)(=O)=O)[CH2:8][C@H:9]2[CH2:13][O:12][C:11]([CH3:15])([CH3:14])[N:10]2[C:16]([O:18][C:19]([CH3:22])([CH3:21])[CH3:20])=[O:17])[CH2:4][CH2:3]1.C[Mg+].[Br-], predict the reaction product. The product is: [CH2:4]1[C:2]2([CH2:5][CH2:6][C@H:7]([CH2:8][C@H:9]3[CH2:13][O:12][C:11]([CH3:15])([CH3:14])[N:10]3[C:16]([O:18][C:19]([CH3:22])([CH3:20])[CH3:21])=[O:17])[CH2:23][O:24]2)[CH2:3]1.